Task: Regression. Given a peptide amino acid sequence and an MHC pseudo amino acid sequence, predict their binding affinity value. This is MHC class I binding data.. Dataset: Peptide-MHC class I binding affinity with 185,985 pairs from IEDB/IMGT (1) The peptide sequence is FAISCFLLC. The MHC is HLA-A68:02 with pseudo-sequence HLA-A68:02. The binding affinity (normalized) is 0.372. (2) The peptide sequence is REQASYLYV. The MHC is HLA-B58:01 with pseudo-sequence HLA-B58:01. The binding affinity (normalized) is 0.0847. (3) The peptide sequence is AIARGFHFY. The MHC is HLA-A26:01 with pseudo-sequence HLA-A26:01. The binding affinity (normalized) is 0.356.